This data is from Full USPTO retrosynthesis dataset with 1.9M reactions from patents (1976-2016). The task is: Predict the reactants needed to synthesize the given product. Given the product [CH3:1][O:2][C:3]1[CH:4]=[CH:5][C:6]2[C:11](=[O:12])[N:10]([C:13]3[CH:18]=[CH:17][C:16]([O:19][CH2:32][C:31]([F:35])([F:34])[F:30])=[CH:15][CH:14]=3)[C:9]([O:33][CH2:32][C:31]([F:35])([F:34])[F:30])=[N:8][C:7]=2[N:29]=1, predict the reactants needed to synthesize it. The reactants are: [CH3:1][O:2][C:3]1[CH:4]=[CH:5][C:6]2[C:11](=[O:12])[N:10]([C:13]3[CH:18]=[CH:17][C:16]([O:19]CC(F)(F)F)=[CH:15][CH:14]=3)[C:9](SCCC)=[N:8][C:7]=2[N:29]=1.[F:30][C:31]([F:35])([F:34])[CH2:32][OH:33].[H-].[Na+].Cl.